Dataset: NCI-60 drug combinations with 297,098 pairs across 59 cell lines. Task: Regression. Given two drug SMILES strings and cell line genomic features, predict the synergy score measuring deviation from expected non-interaction effect. Cell line: HS 578T. Synergy scores: CSS=0.0355, Synergy_ZIP=4.08, Synergy_Bliss=-2.51, Synergy_Loewe=-5.81, Synergy_HSA=-2.53. Drug 1: CC1CCC2CC(C(=CC=CC=CC(CC(C(=O)C(C(C(=CC(C(=O)CC(OC(=O)C3CCCCN3C(=O)C(=O)C1(O2)O)C(C)CC4CCC(C(C4)OC)O)C)C)O)OC)C)C)C)OC. Drug 2: C1=CC=C(C(=C1)C(C2=CC=C(C=C2)Cl)C(Cl)Cl)Cl.